Dataset: Full USPTO retrosynthesis dataset with 1.9M reactions from patents (1976-2016). Task: Predict the reactants needed to synthesize the given product. (1) Given the product [CH2:1]1[O:17][C:16]2[C:3](=[CH:4][C:5]3[CH:6]=[C:7]([CH2:20][N:21]4[CH2:25][CH2:24][CH2:23][C@@H:22]4[CH2:30][OH:31])[C:8]4[C:13]([C:14]=3[CH:15]=2)=[CH:12][C:11]([O:18][CH3:19])=[CH:10][CH:9]=4)[O:2]1, predict the reactants needed to synthesize it. The reactants are: [CH2:1]1[O:17][C:16]2[C:3](=[CH:4][C:5]3[CH:6]=[C:7]([CH2:20][NH:21][CH2:22][CH2:23][CH2:24][CH2:25]CC(O)=O)[C:8]4[C:13]([C:14]=3[CH:15]=2)=[CH:12][C:11]([O:18][CH3:19])=[CH:10][CH:9]=4)[O:2]1.[CH2:30]1OC2C(=CC3C=C(C(O)=O)C4C(C=3C=2)=CC(OC)=CC=4)[O:31]1.N. (2) Given the product [CH3:11][N:12]([CH3:14])[CH:13]=[CH:2][C:1]([C:4]1[S:5][CH:6]=[CH:7][CH:8]=1)=[O:3], predict the reactants needed to synthesize it. The reactants are: [C:1]([C:4]1[S:5][CH:6]=[CH:7][CH:8]=1)(=[O:3])[CH3:2].CO[CH:11](OC)[N:12]([CH3:14])[CH3:13]. (3) Given the product [F:1][C:2]1[CH:9]=[CH:8][CH:7]=[CH:6][C:3]=1/[CH:4]=[C:13](\[CH2:14][CH2:15][CH2:16][CH2:17][CH3:18])/[C:11](=[O:10])[CH3:12], predict the reactants needed to synthesize it. The reactants are: [F:1][C:2]1[CH:9]=[CH:8][CH:7]=[CH:6][C:3]=1[CH:4]=O.[O:10]=[C:11]([CH:13](P(=O)(OCC)OCC)[CH2:14][CH2:15][CH2:16][CH2:17][CH3:18])[CH3:12]. (4) Given the product [Br:15][CH2:1][C:2]1[C:6]2[CH:7]=[CH:8][CH:9]=[CH:10][C:5]=2[O:4][C:3]=1[C:11]([O:13][CH3:14])=[O:12], predict the reactants needed to synthesize it. The reactants are: [CH3:1][C:2]1[C:6]2[CH:7]=[CH:8][CH:9]=[CH:10][C:5]=2[O:4][C:3]=1[C:11]([O:13][CH3:14])=[O:12].[Br:15]N1C(=O)CCC1=O. (5) Given the product [CH3:1][C:2]1[N:3]=[N:4][N:5]([CH3:35])[C:6]=1[C:7]1[CH:19]=[N:18][C:17]2[C:16]3[CH:15]=[CH:14][C:13]([CH2:20][N:37]([CH3:38])[CH3:36])=[CH:12][C:11]=3[N:10]([C@@H:22]([CH:29]3[CH2:30][CH2:31][O:32][CH2:33][CH2:34]3)[C:23]3[CH:28]=[CH:27][CH:26]=[CH:25][CH:24]=3)[C:9]=2[CH:8]=1, predict the reactants needed to synthesize it. The reactants are: [CH3:1][C:2]1[N:3]=[N:4][N:5]([CH3:35])[C:6]=1[C:7]1[CH:19]=[N:18][C:17]2[C:16]3[CH:15]=[CH:14][C:13]([CH:20]=O)=[CH:12][C:11]=3[N:10]([C@@H:22]([CH:29]3[CH2:34][CH2:33][O:32][CH2:31][CH2:30]3)[C:23]3[CH:28]=[CH:27][CH:26]=[CH:25][CH:24]=3)[C:9]=2[CH:8]=1.[CH3:36][NH:37][CH3:38].C(O[BH-](OC(=O)C)OC(=O)C)(=O)C.[Na+]. (6) Given the product [CH2:22]([CH:19]1[CH2:18][CH2:17][N:16]([C:14](=[O:15])[CH2:13][NH:1][C:2]2[CH:11]=[CH:10][C:5]3[NH:6][C:7](=[O:9])[O:8][C:4]=3[CH:3]=2)[CH2:21][CH2:20]1)[C:23]1[CH:28]=[CH:27][CH:26]=[CH:25][CH:24]=1, predict the reactants needed to synthesize it. The reactants are: [NH2:1][C:2]1[CH:11]=[CH:10][C:5]2[NH:6][C:7](=[O:9])[O:8][C:4]=2[CH:3]=1.Cl[CH2:13][C:14]([N:16]1[CH2:21][CH2:20][CH:19]([CH2:22][C:23]2[CH:28]=[CH:27][CH:26]=[CH:25][CH:24]=2)[CH2:18][CH2:17]1)=[O:15]. (7) Given the product [CH3:1][N:2]([CH2:13][C:14]1[N:18]([CH2:19][C@H:20]2[CH2:25][CH2:24][CH2:23][N:22]([CH2:26][C@@H:28]3[CH2:40][CH2:41][CH2:42][N:43]3[CH:44]([CH3:35])[CH3:39])[CH2:21]2)[C:17]2[CH:29]=[CH:30][CH:31]=[CH:32][C:16]=2[N:15]=1)[C@@H:3]1[C:12]2[N:11]=[CH:10][CH:9]=[CH:8][C:7]=2[CH2:6][CH2:5][CH2:4]1, predict the reactants needed to synthesize it. The reactants are: [CH3:1][N:2]([CH2:13][C:14]1[N:18]([CH2:19][C@@H:20]2[CH2:25][CH2:24][CH2:23][N:22]([CH:26]([CH3:28])C)[CH2:21]2)[C:17]2[CH:29]=[CH:30][CH:31]=[CH:32][C:16]=2[N:15]=1)[C@H:3]1[C:12]2[N:11]=[CH:10][CH:9]=[CH:8][C:7]=2[CH2:6][CH2:5][CH2:4]1.CN(CC1N(C[C@H]2CCCN(C[C@@H]3CCCN3)C2)C2C=CC=CC=2N=1)[C@@H:35]1[C:44]2[N:43]=[CH:42][CH:41]=[CH:40][C:39]=2CCC1. (8) Given the product [Cl:1][C:2]1[CH:7]=[CH:6][C:5]([O:8][CH2:11][C@@H:13]2[O:15][CH2:14]2)=[C:4]([O:9][CH3:10])[CH:3]=1, predict the reactants needed to synthesize it. The reactants are: [Cl:1][C:2]1[CH:7]=[CH:6][C:5]([OH:8])=[C:4]([O:9][CH3:10])[CH:3]=1.[CH2:11]([C@H:13]1[O:15][CH2:14]1)Cl.C1(C)C=CC=CC=1.[OH-].[Na+]. (9) Given the product [C:22]([O:21][C:19]([N:18]([CH2:6][C:5]1[CH:8]=[CH:9][C:2]([CH3:1])=[C:3]([Br:10])[CH:4]=1)[C:16]([O:15][C:12]([CH3:14])([CH3:13])[CH3:11])=[O:17])=[O:20])([CH3:25])([CH3:24])[CH3:23], predict the reactants needed to synthesize it. The reactants are: [CH3:1][C:2]1[CH:9]=[CH:8][C:5]([CH2:6]Br)=[CH:4][C:3]=1[Br:10].[CH3:11][C:12]([O:15][C:16]([NH:18][C:19]([O:21][C:22]([CH3:25])([CH3:24])[CH3:23])=[O:20])=[O:17])([CH3:14])[CH3:13].[H-].[Na+].